Dataset: Catalyst prediction with 721,799 reactions and 888 catalyst types from USPTO. Task: Predict which catalyst facilitates the given reaction. (1) Reactant: [OH:1][C:2]1[C:11]([CH3:12])=[CH:10][C:5]([C:6]([O:8][CH3:9])=[O:7])=[CH:4][C:3]=1[CH2:13][CH:14]=[CH2:15].[C:16](OC(=O)C)(=[O:18])[CH3:17]. Product: [C:16]([O:1][C:2]1[C:11]([CH3:12])=[CH:10][C:5]([C:6]([O:8][CH3:9])=[O:7])=[CH:4][C:3]=1[CH2:13][CH:14]=[CH2:15])(=[O:18])[CH3:17]. The catalyst class is: 17. (2) Reactant: [C:1]([O:4][CH2:5][CH3:6])(=[O:3])[CH3:2].C([N-]C(C)C)(C)C.[Li+].[Cl:15][C:16]1[CH:17]=[CH:18][C:19]2[N:25]3[CH:26]=[CH:27][CH:28]=[C:24]3[CH:23]([CH2:29][CH:30]=[O:31])[O:22][CH:21]([C:32]3[CH:37]=[CH:36][CH:35]=[C:34]([O:38][CH3:39])[C:33]=3[O:40][CH3:41])[C:20]=2[CH:42]=1.[Cl-].[NH4+]. Product: [Cl:15][C:16]1[CH:17]=[CH:18][C:19]2[N:25]3[CH:26]=[CH:27][CH:28]=[C:24]3[CH:23]([CH2:29][CH:30]([OH:31])[CH2:2][C:1]([O:4][CH2:5][CH3:6])=[O:3])[O:22][CH:21]([C:32]3[CH:37]=[CH:36][CH:35]=[C:34]([O:38][CH3:39])[C:33]=3[O:40][CH3:41])[C:20]=2[CH:42]=1. The catalyst class is: 7. (3) Reactant: CN(C(ON1N=NC2C=CC=NC1=2)=[N+](C)C)C.F[P-](F)(F)(F)(F)F.[NH2:25][CH2:26][C:27]([NH:29][CH:30]([CH3:32])[CH3:31])=[O:28].CCN(C(C)C)C(C)C.[NH2:42][C:43]1[CH:51]=[CH:50][C:49]([Br:52])=[CH:48][C:44]=1[C:45](O)=[O:46]. Product: [NH2:42][C:43]1[CH:51]=[CH:50][C:49]([Br:52])=[CH:48][C:44]=1[C:45]([NH:25][CH2:26][C:27]([NH:29][CH:30]([CH3:32])[CH3:31])=[O:28])=[O:46]. The catalyst class is: 2. (4) Reactant: [F:1][C:2]1[CH:7]=[CH:6][C:5]([C:8](=[O:10])[CH3:9])=[CH:4][C:3]=1[O:11][CH3:12].[N+:13]([O-])([OH:15])=[O:14]. Product: [F:1][C:2]1[C:3]([O:11][CH3:12])=[CH:4][C:5]([C:8](=[O:10])[CH3:9])=[C:6]([N+:13]([O-:15])=[O:14])[CH:7]=1. The catalyst class is: 6.